From a dataset of TCR-epitope binding with 47,182 pairs between 192 epitopes and 23,139 TCRs. Binary Classification. Given a T-cell receptor sequence (or CDR3 region) and an epitope sequence, predict whether binding occurs between them. The epitope is GTSGSPIIDK. The TCR CDR3 sequence is CASSLGGGNQETQYF. Result: 1 (the TCR binds to the epitope).